Task: Predict the reactants needed to synthesize the given product.. Dataset: Full USPTO retrosynthesis dataset with 1.9M reactions from patents (1976-2016) (1) Given the product [Cl:1][C:2]1[CH:7]=[C:6]([C:10]2[S:9][CH:13]=[CH:12][CH:11]=2)[CH:5]=[CH:4][N:3]=1, predict the reactants needed to synthesize it. The reactants are: [Cl:1][C:2]1[CH:7]=[C:6](I)[CH:5]=[CH:4][N:3]=1.[S:9]1[CH:13]=[CH:12][CH:11]=[C:10]1B(O)O.C1COCC1.C(=O)([O-])[O-].[Na+].[Na+]. (2) The reactants are: [CH2:1]([O:3][C:4]1[CH:10]=[CH:9][C:7]([NH2:8])=[C:6]([CH3:11])[CH:5]=1)[CH3:2].[C:12]([O:16][C:17](O[C:17]([O:16][C:12]([CH3:15])([CH3:14])[CH3:13])=[O:18])=[O:18])([CH3:15])([CH3:14])[CH3:13]. Given the product [CH2:1]([O:3][C:4]1[CH:10]=[CH:9][C:7]([NH:8][C:17](=[O:18])[O:16][C:12]([CH3:15])([CH3:14])[CH3:13])=[C:6]([CH3:11])[CH:5]=1)[CH3:2], predict the reactants needed to synthesize it. (3) Given the product [OH:11][C:8]1[CH:9]=[CH:10][C:5]([CH2:4][C:3]([OH:13])=[O:2])=[CH:6][C:7]=1[CH3:12], predict the reactants needed to synthesize it. The reactants are: C[O:2][C:3](=[O:13])[CH2:4][C:5]1[CH:10]=[CH:9][C:8]([OH:11])=[C:7]([CH3:12])[CH:6]=1.Cl. (4) Given the product [CH:46]([C:2]1[CH:3]=[C:4]([C:13]([O:15][CH2:16][CH3:17])=[O:14])[CH:5]=[C:6]([CH:12]=1)[C:7]([O:9][CH2:10][CH3:11])=[O:8])=[O:47], predict the reactants needed to synthesize it. The reactants are: O[C:2]1[CH:3]=[C:4]([C:13]([O:15][CH2:16][CH3:17])=[O:14])[CH:5]=[C:6]([CH:12]=1)[C:7]([O:9][CH2:10][CH3:11])=[O:8].O=[N+]([O-])[O-].[O-][N+](=O)[O-].[O-][N+](=O)[O-].[O-][N+](=O)[O-].[O-][N+](=O)[O-].[O-][N+](=O)[O-].[Ce+4].[NH4+].[NH4+].C[C:46](O)=[O:47].